From a dataset of Catalyst prediction with 721,799 reactions and 888 catalyst types from USPTO. Predict which catalyst facilitates the given reaction. (1) The catalyst class is: 7. Product: [CH2:25]([N:32]1[CH:36]=[C:35]([CH2:37][C:38]([OH:40])=[O:39])[C:34]([O:19][CH2:18][CH2:17][CH2:16][C:7]2[CH:8]=[CH:9][C:10]([O:12][CH:13]([CH3:14])[CH3:15])=[CH:11][C:6]=2[O:5][CH2:4][C:3]2[CH:20]=[CH:21][C:22]([Cl:24])=[CH:23][C:2]=2[Cl:1])=[N:33]1)[C:26]1[CH:31]=[CH:30][CH:29]=[CH:28][CH:27]=1. Reactant: [Cl:1][C:2]1[CH:23]=[C:22]([Cl:24])[CH:21]=[CH:20][C:3]=1[CH2:4][O:5][C:6]1[CH:11]=[C:10]([O:12][CH:13]([CH3:15])[CH3:14])[CH:9]=[CH:8][C:7]=1[CH2:16][CH2:17][CH2:18][OH:19].[CH2:25]([N:32]1[CH:36]=[C:35]([CH2:37][C:38]([O:40]C)=[O:39])[C:34](O)=[N:33]1)[C:26]1[CH:31]=[CH:30][CH:29]=[CH:28][CH:27]=1.C(P(CCCC)CCCC)CCC.N(C(N1CCCCC1)=O)=NC(N1CCCCC1)=O.O1CCCC1CO.[OH-].[Na+].Cl. (2) Reactant: [CH3:1][N:2]([CH3:55])[C@@H:3]1[CH2:7][CH2:6][N:5]([S:8]([C:11]2[CH:16]=[CH:15][C:14]([O:17][CH2:18][CH2:19][CH3:20])=[C:13]([C:21]3[NH:26][C:25]4[C:27]5[C:28](=[N:42][N:43](CC6C=CC(OC)=CC=6)[CH:44]=5)[N:29]=[C:30]([NH:31][CH2:32][C:33]5[CH:38]=[CH:37][C:36]([O:39][CH3:40])=[C:35]([Cl:41])[CH:34]=5)[C:24]=4[C:23](=[O:54])[N:22]=3)[CH:12]=2)(=[O:10])=[O:9])[CH2:4]1. Product: [Cl:41][C:35]1[CH:34]=[C:33]([CH2:32][NH:31][C:30]2[C:24]3[C:23](=[O:54])[N:22]=[C:21]([C:13]4[CH:12]=[C:11]([S:8]([N:5]5[CH2:6][CH2:7][C@@H:3]([N:2]([CH3:55])[CH3:1])[CH2:4]5)(=[O:9])=[O:10])[CH:16]=[CH:15][C:14]=4[O:17][CH2:18][CH2:19][CH3:20])[NH:26][C:25]=3[C:27]3=[CH:44][NH:43][N:42]=[C:28]3[N:29]=2)[CH:38]=[CH:37][C:36]=1[O:39][CH3:40]. The catalyst class is: 67. (3) Reactant: Cl[C:2]1[CH:7]=[C:6]([O:8][CH3:9])[CH:5]=[CH:4][N:3]=1.[C:10](=[N:23][NH2:24])([C:17]1[CH:22]=[CH:21][CH:20]=[CH:19][CH:18]=1)[C:11]1[CH:16]=[CH:15][CH:14]=[CH:13][CH:12]=1.C1(B(O)O)C=CC=CC=1.C1(P(C2C=CC=CC=2)C2C=CC3C(=CC=CC=3)C=2C2C3C(=CC=CC=3)C=CC=2P(C2C=CC=CC=2)C2C=CC=CC=2)C=CC=CC=1. Product: [CH3:9][O:8][C:6]1[CH:5]=[CH:4][N:3]=[C:2]([NH:24][N:23]=[C:10]([C:11]2[CH:16]=[CH:15][CH:14]=[CH:13][CH:12]=2)[C:17]2[CH:22]=[CH:21][CH:20]=[CH:19][CH:18]=2)[CH:7]=1. The catalyst class is: 493.